From a dataset of Full USPTO retrosynthesis dataset with 1.9M reactions from patents (1976-2016). Predict the reactants needed to synthesize the given product. (1) Given the product [Cl:1][C:2]1[CH:7]=[CH:6][C:5]([C:8]2[N:12](/[CH:13]=[CH:14]/[CH3:15])[C:11](=[O:17])[N:10]([CH2:18][C:19]([NH:21][CH2:22][C:23]3[CH:28]=[CH:27][CH:26]=[C:25]([C:29]([F:30])([F:31])[F:32])[CH:24]=3)=[O:20])[N:9]=2)=[CH:4][CH:3]=1, predict the reactants needed to synthesize it. The reactants are: [Cl:1][C:2]1[CH:7]=[CH:6][C:5]([C:8]2[N:12]([CH2:13][CH:14](O)[CH3:15])[C:11](=[O:17])[N:10]([CH2:18][C:19]([NH:21][CH2:22][C:23]3[CH:28]=[CH:27][CH:26]=[C:25]([C:29]([F:32])([F:31])[F:30])[CH:24]=3)=[O:20])[N:9]=2)=[CH:4][CH:3]=1.CS(Cl)(=O)=O.C[O-].[Na+].Cl. (2) Given the product [C:43]([N:27]([CH2:28][C:29]1[CH:34]=[C:33]([C:35]([F:36])([F:37])[F:38])[CH:32]=[C:31]([C:39]([F:40])([F:41])[F:42])[CH:30]=1)[CH:23]1[CH2:24][CH2:25][CH2:26][N:20]([C:18]([O:17][CH:14]([CH3:16])[CH3:15])=[O:19])[C:21]2[C:49]([O:5][CH3:4])=[CH:48][CH:47]=[CH:46][C:22]1=2)(=[O:45])[CH3:44], predict the reactants needed to synthesize it. The reactants are: NC1C(OC)=CC=CC=1[C:4](OC)=[O:5].[CH:14]([O:17][C:18]([N:20]1[CH2:26][CH2:25][CH2:24][CH:23]([N:27]([C:43](=[O:45])[CH3:44])[CH2:28][C:29]2[CH:34]=[C:33]([C:35]([F:38])([F:37])[F:36])[CH:32]=[C:31]([C:39]([F:42])([F:41])[F:40])[CH:30]=2)[C:22]2[CH:46]=[CH:47][CH:48]=[CH:49][C:21]1=2)=[O:19])([CH3:16])[CH3:15]. (3) Given the product [CH2:34]([N:25]1[C:26]([C:27]2[CH:28]=[CH:29][C:30]([F:33])=[CH:31][CH:32]=2)=[C:22]([C:9]2[CH:10]=[CH:11][C:12]3[O:17][CH2:16][C:15](=[O:18])[NH:14][C:13]=3[CH:19]=2)[C:23]([CH3:38])=[N:24]1)[CH2:35][CH2:36][CH3:37], predict the reactants needed to synthesize it. The reactants are: CC1(C)C(C)(C)OB([C:9]2[CH:10]=[CH:11][C:12]3[O:17][CH2:16][C:15](=[O:18])[NH:14][C:13]=3[CH:19]=2)O1.Br[C:22]1[C:23]([CH3:38])=[N:24][N:25]([CH2:34][CH2:35][CH2:36][CH3:37])[C:26]=1[C:27]1[CH:32]=[CH:31][C:30]([F:33])=[CH:29][CH:28]=1.C(=O)([O-])[O-].[Cs+].[Cs+].O. (4) Given the product [Cl:20][C:18]1[CH:17]=[C:4]([CH2:5][O:6][Si:7]([CH:14]([CH3:16])[CH3:15])([CH:8]([CH3:9])[CH3:10])[CH:11]([CH3:12])[CH3:13])[CH:3]=[C:2]([Cl:1])[C:19]=1[CH:28]=[O:29], predict the reactants needed to synthesize it. The reactants are: [Cl:1][C:2]1[CH:3]=[C:4]([CH:17]=[C:18]([Cl:20])[CH:19]=1)[CH2:5][O:6][Si:7]([CH:14]([CH3:16])[CH3:15])([CH:11]([CH3:13])[CH3:12])[CH:8]([CH3:10])[CH3:9].C([Li])CCC.CN(C)[CH:28]=[O:29].Cl.[Na+].[Cl-]. (5) Given the product [C:19]([O:23][C:12]([NH:11][C:8]1[S:9][CH:10]=[C:6]([CH2:5][N:3]([O:2][CH3:1])[CH3:4])[N:7]=1)=[O:13])([CH3:22])([CH3:21])[CH3:20], predict the reactants needed to synthesize it. The reactants are: [CH3:1][O:2][N:3]([CH2:5][C:6]1[N:7]=[C:8]([NH:11][C:12](N2C=CN=C2)=[O:13])[S:9][CH:10]=1)[CH3:4].[C:19]([OH:23])([CH3:22])([CH3:21])[CH3:20]. (6) Given the product [Cl:1][C:2]1[C:3]([O:15][CH2:14][C:13]([F:17])([F:12])[CH3:16])=[N:4][CH:5]=[C:6]([CH:10]=1)[C:7]([OH:9])=[O:8], predict the reactants needed to synthesize it. The reactants are: [Cl:1][C:2]1[C:3](Cl)=[N:4][CH:5]=[C:6]([CH:10]=1)[C:7]([OH:9])=[O:8].[F:12][C:13]([F:17])([CH3:16])[CH2:14][OH:15]. (7) Given the product [CH:2]([CH2:3][O:4][C:5]1[C:6]([CH3:25])=[CH:7][C:8]([C:12]2[CH:17]=[CH:16][C:15]([C:18]([O:20][CH3:21])=[O:19])=[C:14]([CH:22]([CH3:23])[CH3:24])[CH:13]=2)=[CH:9][C:10]=1[CH3:11])=[O:1], predict the reactants needed to synthesize it. The reactants are: [OH:1][CH:2](CO)[CH2:3][O:4][C:5]1[C:10]([CH3:11])=[CH:9][C:8]([C:12]2[CH:17]=[CH:16][C:15]([C:18]([O:20][CH3:21])=[O:19])=[C:14]([CH:22]([CH3:24])[CH3:23])[CH:13]=2)=[CH:7][C:6]=1[CH3:25].I([O-])(=O)(=O)=O.[Na+].